Task: Predict the reactants needed to synthesize the given product.. Dataset: Full USPTO retrosynthesis dataset with 1.9M reactions from patents (1976-2016) (1) The reactants are: [C:1]([O:5][C:6]([N:8]1[CH2:13][C@H:12]([O:14][CH2:15][C:16]2[CH:25]=[C:24]([O:26][CH3:27])[C:23]3[C:18](=[CH:19][CH:20]=[CH:21][CH:22]=3)[CH:17]=2)[C@@H:11]([C:28]2[CH:33]=[CH:32][C:31]([O:34][CH2:35][CH2:36][CH2:37][O:38][CH2:39][C:40]3[CH:45]=[CH:44][CH:43]=[CH:42][C:41]=3[O:46][CH3:47])=[CH:30][CH:29]=2)[C@H:10]([O:48][CH2:49][C@H:50]([O:53]S(C2C=CC(C)=CC=2)(=O)=O)[CH2:51]O)[CH2:9]1)=[O:7])([CH3:4])([CH3:3])[CH3:2].[OH-].[Na+]. Given the product [C:1]([O:5][C:6]([N:8]1[CH2:9][C@@H:10]([O:48][CH2:49][C@@H:50]2[CH2:51][O:53]2)[C@H:11]([C:28]2[CH:29]=[CH:30][C:31]([O:34][CH2:35][CH2:36][CH2:37][O:38][CH2:39][C:40]3[CH:45]=[CH:44][CH:43]=[CH:42][C:41]=3[O:46][CH3:47])=[CH:32][CH:33]=2)[C@@H:12]([O:14][CH2:15][C:16]2[CH:25]=[C:24]([O:26][CH3:27])[C:23]3[C:18](=[CH:19][CH:20]=[CH:21][CH:22]=3)[CH:17]=2)[CH2:13]1)=[O:7])([CH3:4])([CH3:3])[CH3:2], predict the reactants needed to synthesize it. (2) Given the product [CH3:48][O:47][NH:46][C:44](=[O:45])[C:14](=[O:13])[CH:15]([NH:23][C:24]([C:25]1[C:26]([N:31]2[CH:35]=[C:34]([CH3:36])[C:33]([C:37]3[CH:38]=[CH:39][CH:40]=[CH:41][CH:42]=3)=[N:32]2)=[N:27][CH:28]=[CH:29][CH:30]=1)=[O:43])[CH2:16][C:17]1[CH:18]=[CH:19][CH:20]=[CH:21][CH:22]=1, predict the reactants needed to synthesize it. The reactants are: I(C1C=CC=CC=1C(O)=O)(=O)=O.[OH:13][CH:14]([C:44]([NH:46][O:47][CH3:48])=[O:45])[CH:15]([NH:23][C:24](=[O:43])[C:25]1[CH:30]=[CH:29][CH:28]=[N:27][C:26]=1[N:31]1[CH:35]=[C:34]([CH3:36])[C:33]([C:37]2[CH:42]=[CH:41][CH:40]=[CH:39][CH:38]=2)=[N:32]1)[CH2:16][C:17]1[CH:22]=[CH:21][CH:20]=[CH:19][CH:18]=1. (3) Given the product [CH3:6][C:7]([CH3:37])([CH2:35][CH3:36])[CH2:8][C:9]1[N:5]=[C:12]([C:14]2([CH2:20][C:21]3[CH:26]=[CH:25][C:24]([C:27]4[CH:32]=[CH:31][C:30]([F:33])=[CH:29][N:28]=4)=[CH:23][CH:22]=3)[NH:15][C:16](=[O:19])[CH2:17][CH2:18]2)[NH:11][CH:10]=1, predict the reactants needed to synthesize it. The reactants are: C([O-])(=O)C.[NH4+:5].[CH3:6][C:7]([CH3:37])([CH2:35][CH3:36])[CH2:8][C:9](=O)[CH2:10][NH:11][C:12]([C:14]1([CH2:20][C:21]2[CH:26]=[CH:25][C:24]([C:27]3[CH:32]=[CH:31][C:30]([F:33])=[CH:29][N:28]=3)=[CH:23][CH:22]=2)[CH2:18][CH2:17][C:16](=[O:19])[NH:15]1)=O. (4) Given the product [Cl:1][C:2]1[CH:3]=[CH:4][C:5]([O:35][CH3:36])=[C:6]([CH:34]=1)[CH2:7][CH:8]1[C:14](=[O:15])[N:13]([C:16]([NH:18][CH:19]([CH2:31][CH3:32])[C:20]([NH:22][CH2:23][C:24]([OH:26])=[O:25])=[O:21])=[O:17])[CH2:12][C:11](=[O:33])[NH:10][CH2:9]1, predict the reactants needed to synthesize it. The reactants are: [Cl:1][C:2]1[CH:3]=[CH:4][C:5]([O:35][CH3:36])=[C:6]([CH:34]=1)[CH2:7][CH:8]1[C:14](=[O:15])[N:13]([C:16]([NH:18][CH:19]([CH2:31][CH3:32])[C:20]([NH:22][CH2:23][C:24]([O:26]C(C)(C)C)=[O:25])=[O:21])=[O:17])[CH2:12][C:11](=[O:33])[NH:10][CH2:9]1.Cl.C(O)(=O)C. (5) Given the product [NH2:11][C:5]1[C:6]([F:10])=[CH:7][CH:8]=[CH:9][C:4]=1[C:1](=[O:3])[CH3:2], predict the reactants needed to synthesize it. The reactants are: [C:1]([C:4]1[CH:9]=[CH:8][CH:7]=[C:6]([F:10])[C:5]=1[NH:11]C(=O)C(F)(F)F)(=[O:3])[CH3:2]. (6) The reactants are: [CH3:1][O:2][C:3]1[CH:4]=[C:5]([CH:11]=[C:12]([C:16]2[CH:21]=[CH:20][C:19]([O:22][C:23]3[CH:28]=[CH:27][C:26]([CH2:29][CH2:30][C:31](=[O:36])[NH:32][C:33]([NH2:35])=[O:34])=[CH:25][CH:24]=3)=[CH:18][CH:17]=2)[C:13]([OH:15])=[O:14])[CH:6]=[C:7]([O:9][CH3:10])[CH:8]=1.C([O-])([O-])=O.[K+].[K+].S(OCC)(O[CH2:47][CH3:48])(=O)=O.O. Given the product [CH2:47]([O:14][C:13](=[O:15])[C:12]([C:16]1[CH:17]=[CH:18][C:19]([O:22][C:23]2[CH:28]=[CH:27][C:26]([CH2:29][CH2:30][C:31](=[O:36])[NH:32][C:33]([NH2:35])=[O:34])=[CH:25][CH:24]=2)=[CH:20][CH:21]=1)=[CH:11][C:5]1[CH:4]=[C:3]([O:2][CH3:1])[CH:8]=[C:7]([O:9][CH3:10])[CH:6]=1)[CH3:48], predict the reactants needed to synthesize it. (7) Given the product [F:12][C:9]([F:10])([F:11])[CH:8]([S:13][CH3:14])[CH2:7][CH2:6][CH:22]([S:19]([CH2:18][CH2:17][C:16]([F:26])([F:15])[F:25])(=[O:21])=[O:20])[C:23]#[N:24], predict the reactants needed to synthesize it. The reactants are: CS(O[CH2:6][CH2:7][CH:8]([S:13][CH3:14])[C:9]([F:12])([F:11])[F:10])(=O)=O.[F:15][C:16]([F:26])([F:25])[CH2:17][CH2:18][S:19]([CH2:22][C:23]#[N:24])(=[O:21])=[O:20].C(=O)([O-])[O-].[K+].[K+].Cl. (8) Given the product [F:27][CH2:15][C:3]([CH2:2][OH:1])([CH3:14])[C:4]([O:6][CH2:7][C:8]1[CH:13]=[CH:12][CH:11]=[CH:10][CH:9]=1)=[O:5], predict the reactants needed to synthesize it. The reactants are: [OH:1][CH2:2][C:3]([CH2:15]O)([CH3:14])[C:4]([O:6][CH2:7][C:8]1[CH:13]=[CH:12][CH:11]=[CH:10][CH:9]=1)=[O:5].COCCN(S(F)(F)[F:27])CCOC.CCO. (9) Given the product [S:6]1[CH:10]=[CH:9][C:8]2[C:11]([N:15]3[CH2:16][CH2:17][N:18]([CH2:21][CH2:22][CH2:23][O:24][C:25]4[N:29]([CH3:30])[N:28]=[C:27]([C:31]([OH:33])=[O:32])[CH:26]=4)[CH2:19][CH2:20]3)=[CH:12][CH:13]=[CH:14][C:7]1=2, predict the reactants needed to synthesize it. The reactants are: [OH-].[Na+].C(O)C.[S:6]1[CH:10]=[CH:9][C:8]2[C:11]([N:15]3[CH2:20][CH2:19][N:18]([CH2:21][CH2:22][CH2:23][O:24][C:25]4[N:29]([CH3:30])[N:28]=[C:27]([C:31]([O:33]C)=[O:32])[CH:26]=4)[CH2:17][CH2:16]3)=[CH:12][CH:13]=[CH:14][C:7]1=2.Cl. (10) Given the product [F:1][C:2]1[C:3]([O:10][CH3:11])=[C:4]([CH:7]=[CH:8][CH:9]=1)[CH:5]=[O:6], predict the reactants needed to synthesize it. The reactants are: [F:1][C:2]1[CH:9]=[CH:8][CH:7]=[C:4]([CH:5]=[O:6])[C:3]=1[OH:10].[C:11](=O)([O-])[O-].[Cs+].[Cs+].IC.